From a dataset of Reaction yield outcomes from USPTO patents with 853,638 reactions. Predict the reaction yield, written as a fraction of the theoretical maximum amount of product (1.0 means a 100% yield; for example, 0.34 means a 34% yield). (1) The reactants are [NH2:1][C:2]1[C:11]([CH:12]=O)=[CH:10][CH:9]=[CH:8][C:3]=1[C:4]([O:6][CH3:7])=[O:5].[CH:14](=O)[CH2:15][CH3:16].N1CCCCC1. The catalyst is CO. The product is [CH3:16][C:15]1[CH:14]=[N:1][C:2]2[C:11]([CH:12]=1)=[CH:10][CH:9]=[CH:8][C:3]=2[C:4]([O:6][CH3:7])=[O:5]. The yield is 0.660. (2) The reactants are [Cl:1]C1C=CC=C(C(OO)=[O:9])C=1.[CH3:12][O:13][C:14]1[CH:15]=[C:16]2[C:21](=[CH:22][CH:23]=1)[CH:20]=[N:19][CH:18]=[CH:17]2.CO.Cl. The catalyst is ClCCl.C(OCC)C. The product is [ClH:1].[CH3:12][O:13][C:14]1[CH:15]=[C:16]2[C:21](=[CH:22][CH:23]=1)[CH:20]=[N+:19]([O-:9])[CH:18]=[CH:17]2. The yield is 0.800. (3) The reactants are [Cl:1][C:2]1[CH:3]=[C:4]([C:8]2[CH:16]=[CH:15][CH:14]=[C:13]3[C:9]=2[CH2:10][C:11](=[O:17])[NH:12]3)[CH:5]=[CH:6][CH:7]=1.[CH2:18]([N:20]([CH2:34][CH3:35])[CH2:21][CH2:22][NH:23][C:24]([C:26]1[NH:27][C:28]([CH:32]=O)=[C:29]([CH3:31])[CH:30]=1)=[O:25])[CH3:19]. The catalyst is C(O)C.N1CCCCC1. The product is [CH2:34]([N:20]([CH2:18][CH3:19])[CH2:21][CH2:22][NH:23][C:24]([C:26]1[NH:27][C:28]([CH:32]=[C:10]2[C:9]3[C:13](=[CH:14][CH:15]=[CH:16][C:8]=3[C:4]3[CH:5]=[CH:6][CH:7]=[C:2]([Cl:1])[CH:3]=3)[NH:12][C:11]2=[O:17])=[C:29]([CH3:31])[CH:30]=1)=[O:25])[CH3:35]. The yield is 0.540. (4) The reactants are [Si:1]([O:8][C:9]1[CH:14]=[C:13]([CH3:15])[C:12]([C:16]2[CH:21]=[CH:20][CH:19]=[C:18]([CH:22]=[O:23])[CH:17]=2)=[C:11]([CH3:24])[C:10]=1[Cl:25])([C:4]([CH3:7])([CH3:6])[CH3:5])([CH3:3])[CH3:2].CO.[BH4-].[Na+].O. The catalyst is O1CCCC1. The product is [Si:1]([O:8][C:9]1[CH:14]=[C:13]([CH3:15])[C:12]([C:16]2[CH:21]=[CH:20][CH:19]=[C:18]([CH2:22][OH:23])[CH:17]=2)=[C:11]([CH3:24])[C:10]=1[Cl:25])([C:4]([CH3:5])([CH3:7])[CH3:6])([CH3:3])[CH3:2]. The yield is 0.970. (5) The reactants are [O:1]1[CH2:5][CH2:4][CH2:3][CH:2]1[CH2:6][CH2:7][C:8]1[CH:13]=[CH:12][C:11]([CH2:14][OH:15])=[CH:10][CH:9]=1. The catalyst is [O-2].[O-2].[Mn+4].C(OCC)(=O)C. The product is [O:1]1[CH2:5][CH2:4][CH2:3][CH:2]1[CH2:6][CH2:7][C:8]1[CH:9]=[CH:10][C:11]([CH:14]=[O:15])=[CH:12][CH:13]=1. The yield is 0.950. (6) The yield is 0.590. The reactants are Br[C:2]1[CH:3]=[C:4]([C:8]2([C:19]3[CH:24]=[CH:23][C:22]([O:25][CH3:26])=[CH:21][CH:20]=3)[C:16]3[C:11](=[C:12]([F:17])[CH:13]=[CH:14][CH:15]=3)[C:10]([NH2:18])=[N:9]2)[CH:5]=[CH:6][CH:7]=1.[N:27]1[CH:32]=[C:31](B(O)O)[CH:30]=[N:29][CH:28]=1. No catalyst specified. The product is [F:17][C:12]1[CH:13]=[CH:14][CH:15]=[C:16]2[C:11]=1[C:10]([NH2:18])=[N:9][C:8]2([C:19]1[CH:20]=[CH:21][C:22]([O:25][CH3:26])=[CH:23][CH:24]=1)[C:4]1[CH:5]=[CH:6][CH:7]=[C:2]([C:31]2[CH:32]=[N:27][CH:28]=[N:29][CH:30]=2)[CH:3]=1. (7) The yield is 0.230. The product is [NH2:33][C:34]([CH3:39])([CH3:38])[C:35]([N:21]1[CH2:22][CH2:23][N:18]([C:16](=[O:17])[C:15]2[CH:14]=[CH:13][C:12](/[CH:11]=[CH:10]/[C:3]3[C:4]4[C:9](=[CH:8][CH:7]=[CH:6][CH:5]=4)[NH:1][N:2]=3)=[CH:25][CH:24]=2)[CH2:19][CH2:20]1)=[O:36]. The catalyst is CO. The reactants are [NH:1]1[C:9]2[C:4](=[CH:5][CH:6]=[CH:7][CH:8]=2)[C:3](/[CH:10]=[CH:11]/[C:12]2[CH:25]=[CH:24][C:15]([C:16]([N:18]3[CH2:23][CH2:22][NH:21][CH2:20][CH2:19]3)=[O:17])=[CH:14][CH:13]=2)=[N:2]1.C(OC([NH:33][C:34]([CH3:39])([CH3:38])[C:35](O)=[O:36])=O)(C)(C)C.O.ON1C2C=CC=CC=2N=N1.Cl.C(N=C=NCCCN(C)C)C.CN1CCOCC1.Cl.CO.